The task is: Predict the product of the given reaction.. This data is from Forward reaction prediction with 1.9M reactions from USPTO patents (1976-2016). (1) The product is: [S:1]1[CH2:6][CH2:5][N:4]([CH:21]2[CH2:20][CH2:19][N:18]([C:11]([O:13][C:14]([CH3:17])([CH3:16])[CH3:15])=[O:12])[CH2:22]2)[C:3]2[CH:7]=[CH:8][CH:9]=[CH:10][C:2]1=2. Given the reactants [S:1]1[CH2:6][CH2:5][NH:4][C:3]2[CH:7]=[CH:8][CH:9]=[CH:10][C:2]1=2.[C:11]([N:18]1[CH2:22][CH2:21][C:20](=O)[CH2:19]1)([O:13][C:14]([CH3:17])([CH3:16])[CH3:15])=[O:12].C(O)(=O)C.C(O[BH-](OC(=O)C)OC(=O)C)(=O)C.[Na+], predict the reaction product. (2) Given the reactants [N+:1]([C:4]1[CH:13]=[CH:12][CH:11]=[C:10]2[C:5]=1[CH:6]=[CH:7]O[C:9]2=[O:14])([O-:3])=[O:2].CO.C(N(CC)CC)C.Cl.[NH2:25][C@H:26]([CH2:31][OH:32])[C:27]([O:29][CH3:30])=[O:28], predict the reaction product. The product is: [OH:32][CH2:31][C@@H:26]([N:25]1[CH:7]=[CH:6][C:5]2[C:10](=[CH:11][CH:12]=[CH:13][C:4]=2[N+:1]([O-:3])=[O:2])[C:9]1=[O:14])[C:27]([O:29][CH3:30])=[O:28]. (3) The product is: [C:9]([C:8]1[C:7]([C:5]([O:4][CH:1]([CH3:3])[CH3:2])=[O:6])=[N:15][CH:14]=[CH:13][CH:12]=1)#[N:21]. Given the reactants [CH:1]([O:4][C:5]([C:7]1[N:15]=[CH:14][CH:13]=[CH:12][C:8]=1[C:9](O)=O)=[O:6])([CH3:3])[CH3:2].CS(Cl)(=O)=O.[N:21]1C=CC=CC=1, predict the reaction product. (4) Given the reactants [O:1]1[C:6]2[CH:7]=[CH:8][C:9](N)=[CH:10][C:5]=2[O:4][CH2:3][CH2:2]1.[C:12]([O:15]C(=O)C)(=O)[CH3:13].O.[N:20]1C=CC=CC=1, predict the reaction product. The product is: [O:1]1[C:6]2[CH:7]=[CH:8][C:9]([CH2:13][C:12]([NH2:20])=[O:15])=[CH:10][C:5]=2[O:4][CH2:3][CH2:2]1. (5) Given the reactants [CH2:1]([O:5][CH2:6][CH2:7][CH2:8][CH2:9][CH2:10][CH2:11][CH2:12][CH2:13][CH2:14][CH2:15][CH2:16][CH3:17])[CH:2]1[O:4][CH2:3]1.[CH3:18][C:19]([NH2:30])([CH3:29])[CH2:20][C:21]1[CH:26]=[CH:25][C:24]([O:27][CH3:28])=[CH:23][CH:22]=1, predict the reaction product. The product is: [CH2:6]([O:5][CH2:1][CH:2]([OH:4])[CH2:3][NH:30][C:19]([CH3:29])([CH3:18])[CH2:20][C:21]1[CH:26]=[CH:25][C:24]([O:27][CH3:28])=[CH:23][CH:22]=1)[CH2:7][CH2:8][CH2:9][CH2:10][CH2:11][CH2:12][CH2:13][CH2:14][CH2:15][CH2:16][CH3:17]. (6) The product is: [Cl:1][C:2]1[C:6]([N:7]([CH3:14])[C:8](=[O:13])[CH2:9][CH2:10][S:11]([CH3:12])=[O:24])=[CH:5][N:4]([C:15]2[CH:16]=[N:17][CH:18]=[CH:19][CH:20]=2)[N:3]=1. Given the reactants [Cl:1][C:2]1[C:6]([N:7]([CH3:14])[C:8](=[O:13])[CH2:9][CH2:10][S:11][CH3:12])=[CH:5][N:4]([C:15]2[CH:16]=[N:17][CH:18]=[CH:19][CH:20]=2)[N:3]=1.OO.S([O-])(O)=[O:24].[Na+], predict the reaction product. (7) Given the reactants [Br:1][C:2]1[CH:3]=[CH:4][C:5]([NH:12][C:13](=[O:25])[CH2:14][C:15]2[CH:20]=[CH:19][CH:18]=[C:17]([C:21]([F:24])([F:23])[F:22])[CH:16]=2)=[C:6]([CH:11]=1)[C:7](OC)=[O:8].C[Si]([N-][Si](C)(C)C)(C)C.[K+], predict the reaction product. The product is: [Br:1][C:2]1[CH:11]=[C:6]2[C:5](=[CH:4][CH:3]=1)[NH:12][C:13](=[O:25])[C:14]([C:15]1[CH:20]=[CH:19][CH:18]=[C:17]([C:21]([F:22])([F:24])[F:23])[CH:16]=1)=[C:7]2[OH:8]. (8) Given the reactants [N:1]1[CH:6]=[CH:5][CH:4]=[C:3]([N:7]2[CH2:12][CH2:11][CH2:10][C@@H:9]([NH2:13])[CH2:8]2)[CH:2]=1.Br[C:15]1[CH:16]=[C:17]([Cl:23])[C:18]([C:21]#[N:22])=[N:19][CH:20]=1, predict the reaction product. The product is: [Cl:23][C:17]1[C:18]([C:21]#[N:22])=[N:19][CH:20]=[C:15]([NH:13][C@@H:9]2[CH2:10][CH2:11][CH2:12][N:7]([C:3]3[CH:2]=[N:1][CH:6]=[CH:5][CH:4]=3)[CH2:8]2)[CH:16]=1.